From a dataset of Orexin1 receptor HTS with 218,158 compounds and 233 confirmed actives. Binary Classification. Given a drug SMILES string, predict its activity (active/inactive) in a high-throughput screening assay against a specified biological target. (1) The molecule is S(Cc1ccc(cc1)C(OC)=O)c1n(N)c(=O)c2c(n1)cccc2. The result is 0 (inactive). (2) The molecule is S1C(C(=O)N(CC(=O)Nc2c(OCC)cccc2)C(=O)C1)C. The result is 0 (inactive). (3) The molecule is OC(=O)C1N(CC2C1C2)c1ncccc1[N+]([O-])=O. The result is 0 (inactive). (4) The compound is Fc1ccc(C(O)(c2ccc(F)cc2)c2ccncc2)cc1. The result is 0 (inactive). (5) The drug is o1c(CNC(=O)COC(=O)c2c(O)cccc2)ccc1. The result is 0 (inactive). (6) The result is 0 (inactive). The drug is Clc1cc(CS(=O)(=O)Cc2oc(cc2)C(=O)NCc2cc3OCOc3cc2)ccc1. (7) The compound is s1c2n(nc1c1occc1)c(nn2)C(F)(F)F. The result is 0 (inactive).